Task: Predict the product of the given reaction.. Dataset: Forward reaction prediction with 1.9M reactions from USPTO patents (1976-2016) (1) Given the reactants COC([C:5]1[CH:17]=[CH:16][C:8]2[NH:9][C:10]([C:12]([Cl:15])([Cl:14])[Cl:13])=[N:11][C:7]=2[CH:6]=1)=O.[CH3:18][O:19][C:20](=[O:29])C1C=CC=C(N)C=1N, predict the reaction product. The product is: [CH3:18][O:19][C:20]([C:16]1[C:8]2[N:9]=[C:10]([C:12]([Cl:13])([Cl:14])[Cl:15])[NH:11][C:7]=2[CH:6]=[CH:5][CH:17]=1)=[O:29]. (2) Given the reactants [Br:1][C:2]1[C:3]([N:12]2[CH2:17][CH2:16][N:15]([CH2:18][C:19]3[N:20]=[C:21]([CH3:24])[S:22][CH:23]=3)[CH2:14][CH2:13]2)=[C:4]([N+:9]([O-])=O)[C:5]([NH2:8])=[N:6][CH:7]=1.C(O)C.[CH3:28][O:29][C:30]1[CH:37]=[CH:36][C:33]([CH:34]=O)=[CH:32][CH:31]=1.[O-]S(S([O-])=O)=O.[Na+].[Na+], predict the reaction product. The product is: [Br:1][C:2]1[C:3]([N:12]2[CH2:17][CH2:16][N:15]([CH2:18][C:19]3[N:20]=[C:21]([CH3:24])[S:22][CH:23]=3)[CH2:14][CH2:13]2)=[C:4]2[N:9]=[C:34]([C:33]3[CH:36]=[CH:37][C:30]([O:29][CH3:28])=[CH:31][CH:32]=3)[NH:8][C:5]2=[N:6][CH:7]=1. (3) Given the reactants [CH3:1][C:2]([O:9][C:10]1[NH:14][N:13]=[C:12]([CH3:15])[CH:11]=1)([CH3:8])[C:3]([O:5][CH2:6][CH3:7])=[O:4].[H-].[Na+].CS(O[CH2:23][CH2:24][C@H:25]1[O:31][C@H:30]([C:32]2[C:37](F)=[CH:36][CH:35]=[C:34]([O:39][CH3:40])[C:33]=2[O:41][CH3:42])[C:29]2[CH:43]=[C:44]([Cl:47])[CH:45]=[CH:46][C:28]=2[N:27]2[CH:48]=[CH:49][CH:50]=[C:26]12)(=O)=O, predict the reaction product. The product is: [Cl:47][C:44]1[CH:45]=[CH:46][C:28]2[N:27]3[CH:48]=[CH:49][CH:50]=[C:26]3[C@@H:25]([CH2:24][CH2:23][N:13]3[C:12]([CH3:15])=[CH:11][C:10]([O:9][C:2]([CH3:1])([CH3:8])[C:3]([O:5][CH2:6][CH3:7])=[O:4])=[N:14]3)[O:31][C@H:30]([C:32]3[CH:37]=[CH:36][CH:35]=[C:34]([O:39][CH3:40])[C:33]=3[O:41][CH3:42])[C:29]=2[CH:43]=1. (4) Given the reactants [CH3:1][N:2]([CH2:29][C:30]1[CH:39]=[CH:38][C:33]([C:34]([O:36]C)=[O:35])=[CH:32][CH:31]=1)[CH2:3][C:4]1([CH2:9][N:10]([CH3:28])[CH2:11][C:12](=[O:27])[NH:13][C:14]2[CH:19]=[CH:18][C:17]([O:20][C:21]3[CH:26]=[CH:25][CH:24]=[CH:23][CH:22]=3)=[CH:16][CH:15]=2)[CH2:8][CH2:7][CH2:6][CH2:5]1.[OH-].[Na+], predict the reaction product. The product is: [CH3:1][N:2]([CH2:29][C:30]1[CH:31]=[CH:32][C:33]([C:34]([OH:36])=[O:35])=[CH:38][CH:39]=1)[CH2:3][C:4]1([CH2:9][N:10]([CH3:28])[CH2:11][C:12](=[O:27])[NH:13][C:14]2[CH:19]=[CH:18][C:17]([O:20][C:21]3[CH:22]=[CH:23][CH:24]=[CH:25][CH:26]=3)=[CH:16][CH:15]=2)[CH2:8][CH2:7][CH2:6][CH2:5]1. (5) Given the reactants [CH3:1][O:2][C:3]([C:5]1[C:9]([NH:10][C:11](=[O:38])[C:12]2[CH:17]=[CH:16][CH:15]=[C:14]([CH2:18][N:19]3[C:24](=[O:25])[CH:23]=[CH:22][C:21]([O:26][CH2:27][CH2:28][CH2:29][NH:30]C(OC(C)(C)C)=O)=[N:20]3)[CH:13]=2)=[CH:8][N:7]([CH3:39])[N:6]=1)=[O:4].Cl.O1CCOCC1.C(=O)([O-])[O-].[Na+].[Na+], predict the reaction product. The product is: [CH3:1][O:2][C:3]([C:5]1[C:9]([NH:10][C:11](=[O:38])[C:12]2[CH:17]=[CH:16][CH:15]=[C:14]([CH2:18][N:19]3[C:24](=[O:25])[CH:23]=[CH:22][C:21]([O:26][CH2:27][CH2:28][CH2:29][NH2:30])=[N:20]3)[CH:13]=2)=[CH:8][N:7]([CH3:39])[N:6]=1)=[O:4].